From a dataset of Full USPTO retrosynthesis dataset with 1.9M reactions from patents (1976-2016). Predict the reactants needed to synthesize the given product. (1) Given the product [Br:1][C:2]1[C:11]2[N:10]=[CH:9][CH:8]=[CH:7][C:6]=2[C:5]([CH:12]=[N:14][OH:15])=[CH:4][CH:3]=1, predict the reactants needed to synthesize it. The reactants are: [Br:1][C:2]1[C:11]2[N:10]=[CH:9][CH:8]=[CH:7][C:6]=2[C:5]([CH:12]=O)=[CH:4][CH:3]=1.[NH2:14][OH:15]. (2) The reactants are: [F:1][C:2]1[CH:7]=[CH:6][C:5]([C:8]2[NH:9][C:10](=O)[C:11]3[N:16]([CH3:17])[N:15]=[C:14]([CH2:18][CH2:19][CH3:20])[C:12]=3[N:13]=2)=[CH:4][CH:3]=1.P(Cl)(Cl)([Cl:24])=O. Given the product [Cl:24][C:10]1[C:11]2[N:16]([CH3:17])[N:15]=[C:14]([CH2:18][CH2:19][CH3:20])[C:12]=2[N:13]=[C:8]([C:5]2[CH:6]=[CH:7][C:2]([F:1])=[CH:3][CH:4]=2)[N:9]=1, predict the reactants needed to synthesize it. (3) The reactants are: [CH2:1]1[CH2:5]OC[CH2:2]1.C([Mg]Cl)(C)C.C(OCC)(=O)C.[C:17]([OH:22])(=[O:21])[CH:18]([CH3:20])[CH3:19]. Given the product [C:17]([OH:22])(=[O:21])[C:18]1[CH:20]=[CH:5][CH:1]=[CH:2][CH:19]=1, predict the reactants needed to synthesize it. (4) Given the product [C:1]([O:9][C@@H:10]1[C@@:16]([CH2:27][O:28][C:37]([O:36][C:33]2[CH:34]=[CH:35][CH:30]=[CH:31][CH:32]=2)=[S:38])([CH2:17][O:18][C:19](=[O:26])[C:20]2[CH:25]=[CH:24][CH:23]=[CH:22][CH:21]=2)[O:15][C@@H:12]([O:13][CH3:14])[C@H:11]1[F:29])(=[O:8])[C:2]1[CH:3]=[CH:4][CH:5]=[CH:6][CH:7]=1, predict the reactants needed to synthesize it. The reactants are: [C:1]([O:9][C@@H:10]1[C@@:16]([CH2:27][OH:28])([CH2:17][O:18][C:19](=[O:26])[C:20]2[CH:25]=[CH:24][CH:23]=[CH:22][CH:21]=2)[O:15][C@@H:12]([O:13][CH3:14])[C@H:11]1[F:29])(=[O:8])[C:2]1[CH:7]=[CH:6][CH:5]=[CH:4][CH:3]=1.[CH:30]1[CH:35]=[CH:34][C:33]([O:36][C:37](Cl)=[S:38])=[CH:32][CH:31]=1.